From a dataset of Forward reaction prediction with 1.9M reactions from USPTO patents (1976-2016). Predict the product of the given reaction. (1) Given the reactants [Li]CCCC.[Si:6]([C:10]#[CH:11])([CH3:9])([CH3:8])[CH3:7].[CH3:12][C:13]([CH:15]1[CH2:17][CH2:16]1)=[O:14], predict the reaction product. The product is: [CH:15]1([C:13]([OH:14])([C:11]#[C:10][Si:6]([CH3:9])([CH3:8])[CH3:7])[CH3:12])[CH2:17][CH2:16]1. (2) The product is: [Cl:1][C:2]1[N:7]=[C:6]([NH:8][NH:9][C:25](=[O:26])[C@H:24]([CH2:23][CH:18]2[CH2:19][CH2:20][CH2:21][CH2:22]2)[CH2:28][N:29]([O:30][CH:31]2[CH2:36][CH2:35][CH2:34][CH2:33][O:32]2)[CH:37]=[O:38])[C:5]([F:10])=[C:4]([N:11]2[CH2:16][CH2:15][N:14]([CH3:17])[CH2:13][CH2:12]2)[N:3]=1. Given the reactants [Cl:1][C:2]1[N:7]=[C:6]([NH:8][NH2:9])[C:5]([F:10])=[C:4]([N:11]2[CH2:16][CH2:15][N:14]([CH3:17])[CH2:13][CH2:12]2)[N:3]=1.[CH:18]1([CH2:23][C@H:24]([CH2:28][N:29]([CH:37]=[O:38])[O:30][CH:31]2[CH2:36][CH2:35][CH2:34][CH2:33][O:32]2)[C:25](O)=[O:26])[CH2:22][CH2:21][CH2:20][CH2:19]1.C1C=NC2N(O)N=NC=2C=1.C(Cl)CCl.CN1CCOCC1, predict the reaction product. (3) Given the reactants CC(C[AlH]CC(C)C)C.Br[C:11]1[C:12]([O:27][CH3:28])=[C:13]([C:21]2[CH:26]=[CH:25][CH:24]=[CH:23][CH:22]=2)[C:14]([O:19][CH3:20])=[CH:15][C:16]=1[O:17][CH3:18].Br[C:30]1[CH:35]=[CH:34][CH:33]=[CH:32][C:31]=1Cl.[P:37](Cl)([CH:44]1[CH2:49][CH2:48][CH2:47][CH2:46][CH2:45]1)[CH:38]1[CH2:43][CH2:42][CH2:41][CH2:40][CH2:39]1, predict the reaction product. The product is: [CH:38]1([P:37]([CH:44]2[CH2:49][CH2:48][CH2:47][CH2:46][CH2:45]2)[C:22]2[CH:23]=[CH:24][CH:25]=[CH:26][C:21]=2[C:13]2[C:14]([O:19][CH3:20])=[CH:15][C:16]([O:17][CH3:18])=[C:11]([C:30]3[CH:35]=[CH:34][CH:33]=[CH:32][CH:31]=3)[C:12]=2[O:27][CH3:28])[CH2:43][CH2:42][CH2:41][CH2:40][CH2:39]1. (4) Given the reactants [S:1]1[C:5]2[CH:6]=[CH:7][CH:8]=[CH:9][C:4]=2[N:3]=[C:2]1[N:10]1[C:14](=[O:15])[CH:13]=[C:12]([C:16]2[CH:21]=[CH:20][CH:19]=[C:18]([C:22]([CH3:25])([CH3:24])[CH3:23])[CH:17]=2)[NH:11]1.CO[CH:28](OC)[N:29]([CH3:31])[CH3:30], predict the reaction product. The product is: [S:1]1[C:5]2[CH:6]=[CH:7][CH:8]=[CH:9][C:4]=2[N:3]=[C:2]1[N:10]1[C:14](=[O:15])[C:13](=[CH:28][N:29]([CH3:31])[CH3:30])[C:12]([C:16]2[CH:21]=[CH:20][CH:19]=[C:18]([C:22]([CH3:25])([CH3:24])[CH3:23])[CH:17]=2)=[N:11]1. (5) Given the reactants [CH3:1][O:2][CH2:3][O:4][C:5]1[C:6]([CH2:11][CH2:12][CH3:13])=[N:7][CH:8]=[CH:9][CH:10]=1.CN(CCN(C)C)C.[Li]CCCC.CN([CH:30]=[O:31])C, predict the reaction product. The product is: [CH3:1][O:2][CH2:3][O:4][C:5]1[C:6]([CH2:11][CH2:12][CH3:13])=[N:7][CH:8]=[CH:9][C:10]=1[CH:30]=[O:31]. (6) The product is: [CH3:1][O:2][C:3](=[O:25])[C@@H:4]([O:22][CH2:23][CH3:24])[CH2:5][C:7]1[CH:12]=[CH:11][C:10]([O:13][CH2:14][C:15]2[CH:20]=[CH:19][CH:18]=[CH:17][CH:16]=2)=[CH:9][C:8]=1[Cl:21]. Given the reactants [CH3:1][O:2][C:3](=[O:25])[C@@H:4]([O:22][CH2:23][CH3:24])[C@@H:5]([C:7]1[CH:12]=[CH:11][C:10]([O:13][CH2:14][C:15]2[CH:20]=[CH:19][CH:18]=[CH:17][CH:16]=2)=[CH:9][C:8]=1[Cl:21])O.C([SiH](CC)CC)C, predict the reaction product.